This data is from NCI-60 drug combinations with 297,098 pairs across 59 cell lines. The task is: Regression. Given two drug SMILES strings and cell line genomic features, predict the synergy score measuring deviation from expected non-interaction effect. (1) Drug 1: CN(CCCl)CCCl.Cl. Drug 2: C(CN)CNCCSP(=O)(O)O. Cell line: NCI-H522. Synergy scores: CSS=30.6, Synergy_ZIP=0.844, Synergy_Bliss=-8.90, Synergy_Loewe=-38.4, Synergy_HSA=-7.87. (2) Drug 1: CN(CC1=CN=C2C(=N1)C(=NC(=N2)N)N)C3=CC=C(C=C3)C(=O)NC(CCC(=O)O)C(=O)O. Drug 2: C1CC(=O)NC(=O)C1N2C(=O)C3=CC=CC=C3C2=O. Cell line: OVCAR-5. Synergy scores: CSS=29.7, Synergy_ZIP=-0.252, Synergy_Bliss=-0.715, Synergy_Loewe=-55.3, Synergy_HSA=-1.38. (3) Drug 1: C1=C(C(=O)NC(=O)N1)N(CCCl)CCCl. Drug 2: CC12CCC3C(C1CCC2O)C(CC4=C3C=CC(=C4)O)CCCCCCCCCS(=O)CCCC(C(F)(F)F)(F)F. Cell line: HT29. Synergy scores: CSS=28.5, Synergy_ZIP=-7.73, Synergy_Bliss=2.30, Synergy_Loewe=1.76, Synergy_HSA=3.24. (4) Drug 1: C1=NC2=C(N1)C(=S)N=C(N2)N. Drug 2: C1CN(CCN1C(=O)CCBr)C(=O)CCBr. Cell line: SK-MEL-5. Synergy scores: CSS=24.9, Synergy_ZIP=-3.76, Synergy_Bliss=-2.19, Synergy_Loewe=-14.5, Synergy_HSA=-2.89. (5) Drug 1: CC1=C2C(C(=O)C3(C(CC4C(C3C(C(C2(C)C)(CC1OC(=O)C(C(C5=CC=CC=C5)NC(=O)OC(C)(C)C)O)O)OC(=O)C6=CC=CC=C6)(CO4)OC(=O)C)OC)C)OC. Cell line: SW-620. Synergy scores: CSS=30.5, Synergy_ZIP=-8.55, Synergy_Bliss=-8.80, Synergy_Loewe=-20.4, Synergy_HSA=-4.74. Drug 2: C1=NC2=C(N1)C(=S)N=C(N2)N. (6) Drug 1: C1CC(=O)NC(=O)C1N2CC3=C(C2=O)C=CC=C3N. Drug 2: C1=NNC2=C1C(=O)NC=N2. Cell line: NCI-H522. Synergy scores: CSS=10.5, Synergy_ZIP=-2.77, Synergy_Bliss=-1.50, Synergy_Loewe=-2.26, Synergy_HSA=-1.47. (7) Drug 1: CC(C)(C#N)C1=CC(=CC(=C1)CN2C=NC=N2)C(C)(C)C#N. Drug 2: B(C(CC(C)C)NC(=O)C(CC1=CC=CC=C1)NC(=O)C2=NC=CN=C2)(O)O. Cell line: MDA-MB-435. Synergy scores: CSS=58.1, Synergy_ZIP=4.49, Synergy_Bliss=4.44, Synergy_Loewe=-0.717, Synergy_HSA=-0.580.